This data is from Full USPTO retrosynthesis dataset with 1.9M reactions from patents (1976-2016). The task is: Predict the reactants needed to synthesize the given product. (1) Given the product [CH2:3]([N:5]1[CH2:8][CH2:9][CH:7]([C:12]2[CH:13]=[CH:14][CH:15]=[CH:16][C:11]=2[C:10]([NH:2][CH3:1])=[O:17])[CH2:6]1)[C:4]1[CH:15]=[CH:16][CH:11]=[CH:12][CH:13]=1, predict the reactants needed to synthesize it. The reactants are: [CH3:1][NH2:2].[CH2:3]([N:5]([CH2:8][CH3:9])[CH2:6][CH3:7])[CH3:4].[C:10](Cl)(=[O:17])[C:11]1[CH:16]=[CH:15][CH:14]=[CH:13][CH:12]=1. (2) Given the product [CH3:1][C:2]1[CH:3]=[CH:4][C:5]([C:8]2[CH:13]=[C:12]([S:14]([CH3:17])(=[O:15])=[O:16])[CH:11]=[C:10]([C:18]([NH:52][CH2:51][C:48]3[CH:49]=[N:50][C:45]([CH3:44])=[CH:46][CH:47]=3)=[O:20])[CH:9]=2)=[CH:6][CH:7]=1, predict the reactants needed to synthesize it. The reactants are: [CH3:1][C:2]1[CH:7]=[CH:6][C:5]([C:8]2[CH:13]=[C:12]([S:14]([CH3:17])(=[O:16])=[O:15])[CH:11]=[C:10]([C:18]([OH:20])=O)[CH:9]=2)=[CH:4][CH:3]=1.Cl.CN(C)CCCN=C=NCC.O.ON1C2C=CC=CC=2N=N1.[CH3:44][C:45]1[N:50]=[CH:49][C:48]([CH2:51][NH2:52])=[CH:47][CH:46]=1.C(N(CC)C(C)C)(C)C. (3) Given the product [CH3:1][C@@H:2]1[N:7]([CH3:15])[CH2:6][CH2:5][N:4]([C:8]([O:10][C:11]([CH3:13])([CH3:12])[CH3:14])=[O:9])[CH2:3]1, predict the reactants needed to synthesize it. The reactants are: [CH3:1][C@@H:2]1[NH:7][CH2:6][CH2:5][N:4]([C:8]([O:10][C:11]([CH3:14])([CH3:13])[CH3:12])=[O:9])[CH2:3]1.[CH2:15]=O. (4) Given the product [C:13]([OH:18])(=[O:17])[C:14]([OH:16])=[O:15].[CH3:11][CH:10]([CH3:12])[CH2:9][CH2:8][NH:6][NH2:7], predict the reactants needed to synthesize it. The reactants are: C(OC([N:6]([CH2:8][CH2:9][CH:10]([CH3:12])[CH3:11])[NH2:7])=O)C.[C:13]([OH:18])(=[O:17])[C:14]([OH:16])=[O:15]. (5) Given the product [N+:1]([C:4]1[CH:9]=[CH:8][C:7]([C:10]2[CH:11]=[C:12]([C:13]3[CH:18]=[CH:17][C:16]([N+:19]([O-:21])=[O:20])=[CH:15][CH:14]=3)[N:32]=[C:24]([C:25]3[CH:30]=[CH:29][CH:28]=[CH:27][CH:26]=3)[N:31]=2)=[CH:6][CH:5]=1)([O-:3])=[O:2], predict the reactants needed to synthesize it. The reactants are: [N+:1]([C:4]1[CH:9]=[CH:8][C:7]([C:10](=O)/[CH:11]=[CH:12]/[C:13]2[CH:18]=[CH:17][C:16]([N+:19]([O-:21])=[O:20])=[CH:15][CH:14]=2)=[CH:6][CH:5]=1)([O-:3])=[O:2].Cl.[C:24]([NH2:32])(=[NH:31])[C:25]1[CH:30]=[CH:29][CH:28]=[CH:27][CH:26]=1.[OH-].[K+]. (6) Given the product [CH3:13][O:14][C:15](=[O:34])[CH2:16][N:17]([S:2](=[O:4])(=[O:3])[NH:5][C:6]([O:12][C:8]([CH3:11])([CH3:10])[CH3:9])=[O:7])[C:18]1[C:23]([F:24])=[CH:22][C:21]([Br:25])=[CH:20][C:19]=1[O:26][CH2:27][C:28]1[CH:33]=[CH:32][CH:31]=[CH:30][CH:29]=1, predict the reactants needed to synthesize it. The reactants are: Cl[S:2]([N:5]=[C:6]=[O:7])(=[O:4])=[O:3].[C:8]([OH:12])([CH3:11])([CH3:10])[CH3:9].[CH3:13][O:14][C:15](=[O:34])[CH2:16][NH:17][C:18]1[C:23]([F:24])=[CH:22][C:21]([Br:25])=[CH:20][C:19]=1[O:26][CH2:27][C:28]1[CH:33]=[CH:32][CH:31]=[CH:30][CH:29]=1.C(N(CC)CC)C.